This data is from Full USPTO retrosynthesis dataset with 1.9M reactions from patents (1976-2016). The task is: Predict the reactants needed to synthesize the given product. (1) Given the product [O:5]1[CH2:4][CH2:3][C:2](=[CH:8][C:9]2[N:14]=[CH:13][C:12]([C:15]3[C:16]([CH3:34])=[N:17][CH:18]=[C:19]([NH:21][C:22](=[O:33])[C:23]4[CH:28]=[CH:27][CH:26]=[C:25]([C:29]([F:31])([F:30])[F:32])[CH:24]=4)[CH:20]=3)=[CH:11][C:10]=2[N:35]2[CH2:36][CH2:37][O:38][CH2:39][CH2:40]2)[CH2:7][CH2:6]1, predict the reactants needed to synthesize it. The reactants are: O[C:2]1([CH2:8][C:9]2[N:14]=[CH:13][C:12]([C:15]3[C:16]([CH3:34])=[N:17][CH:18]=[C:19]([NH:21][C:22](=[O:33])[C:23]4[CH:28]=[CH:27][CH:26]=[C:25]([C:29]([F:32])([F:31])[F:30])[CH:24]=4)[CH:20]=3)=[CH:11][C:10]=2[N:35]2[CH2:40][CH2:39][O:38][CH2:37][CH2:36]2)[CH2:7][CH2:6][O:5][CH2:4][CH2:3]1.CCN(S(F)(F)F)CC. (2) Given the product [C:1]([O:5][C:6](=[O:20])[NH:7][CH2:8]/[CH:9]=[CH:10]/[C:22]1[C:31]2[C:26](=[CH:27][C:28]3[CH:35]=[CH:34][CH:33]=[CH:32][C:29]=3[CH:30]=2)[C:25]2=[N:36][NH:37][C:38](=[O:39])[N:24]2[CH:23]=1)([CH3:2])([CH3:3])[CH3:4], predict the reactants needed to synthesize it. The reactants are: [C:1]([O:5][C:6](=[O:20])[NH:7][CH2:8]/[CH:9]=[CH:10]/B1OC(C)(C)C(C)(C)O1)([CH3:4])([CH3:3])[CH3:2].Br[C:22]1[C:31]2[C:26](=[CH:27][C:28]3[CH:35]=[CH:34][CH:33]=[CH:32][C:29]=3[CH:30]=2)[C:25]2=[N:36][NH:37][C:38](=[O:39])[N:24]2[CH:23]=1.C(=O)([O-])[O-].[Cs+].[Cs+]. (3) Given the product [CH3:14][O:15][C:16]1[CH:17]=[CH:18][C:19]2[N:24]=[CH:23][C:22](=[O:25])[N:21]([C:8]3[CH:9]=[C:10]4[O:1][CH2:2][CH:3]=[CH:4][C:5]4=[N:6][CH:7]=3)[C:20]=2[N:26]=1, predict the reactants needed to synthesize it. The reactants are: [O:1]1[C:10]2[C:5](=[N:6][CH:7]=[C:8](B(O)O)[CH:9]=2)[CH:4]=[CH:3][CH2:2]1.[CH3:14][O:15][C:16]1[CH:17]=[CH:18][C:19]2[N:24]=[CH:23][C:22](=[O:25])[NH:21][C:20]=2[N:26]=1.C(N(CC)CC)C.B(O)O. (4) Given the product [C:13]([O:17][C:18]([N:20]1[CH2:25][C@@H:24]2[CH2:26][C@H:21]1[CH2:22][N:23]2[C:10]1[C:9]2[C:4](=[CH:5][CH:6]=[CH:7][CH:8]=2)[N:3]=[C:2]([Cl:1])[N:11]=1)=[O:19])([CH3:16])([CH3:14])[CH3:15], predict the reactants needed to synthesize it. The reactants are: [Cl:1][C:2]1[N:11]=[C:10](Cl)[C:9]2[C:4](=[CH:5][CH:6]=[CH:7][CH:8]=2)[N:3]=1.[C:13]([O:17][C:18]([N:20]1[CH2:25][C@@H:24]2[CH2:26][C@H:21]1[CH2:22][NH:23]2)=[O:19])([CH3:16])([CH3:15])[CH3:14].